Dataset: Reaction yield outcomes from USPTO patents with 853,638 reactions. Task: Predict the reaction yield, written as a fraction of the theoretical maximum amount of product (1.0 means a 100% yield; for example, 0.34 means a 34% yield). (1) The product is [CH3:1][O:2][C:3]1[CH:17]=[CH:16][C:6]([O:7][C:8]2[CH:9]=[C:10]([CH:13]=[CH:14][CH:15]=2)[CH:11]=[N:22][OH:23])=[CH:5][CH:4]=1. The yield is 1.00. The catalyst is O. The reactants are [CH3:1][O:2][C:3]1[CH:17]=[CH:16][C:6]([O:7][C:8]2[CH:9]=[C:10]([CH:13]=[CH:14][CH:15]=2)[CH:11]=O)=[CH:5][CH:4]=1.C(O)C.Cl.[NH2:22][OH:23].C([O-])(=O)C.[Na+]. (2) The reactants are [N+:1]([C:4]1[CH:5]=[C:6]([CH:8]=[CH:9][CH:10]=1)[NH2:7])([O-:3])=[O:2].[C:11]([N:15]=[N:16]/[C:17](/[CH3:24])=[CH:18]\[C:19]([O:21][CH2:22][CH3:23])=[O:20])([O:13][CH3:14])=[O:12].CCCCCC. The catalyst is C1COCC1. The product is [CH2:22]([O:21][C:19](=[O:20])[CH:18]([NH:7][C:6]1[CH:8]=[CH:9][CH:10]=[C:4]([N+:1]([O-:3])=[O:2])[CH:5]=1)[C:17](=[N:16][NH:15][C:11]([O:13][CH3:14])=[O:12])[CH3:24])[CH3:23]. The yield is 0.710. (3) The reactants are [OH-].[K+].[CH2:3](Br)[C:4]1[CH:9]=[CH:8][CH:7]=[CH:6][CH:5]=1.[C:11]([C:14]1[CH:19]=[CH:18][CH:17]=[CH:16][CH:15]=1)(=[O:13])[CH3:12]. The catalyst is CCCCCCCC[N+](CCCCCCCC)(CCCCCCCC)C.[Cl-]. The product is [C:4]1([CH2:3][CH:12]([C:11]([C:14]2[CH:19]=[CH:18][CH:17]=[CH:16][CH:15]=2)=[O:13])[CH2:3][C:4]2[CH:9]=[CH:8][CH:7]=[CH:6][CH:5]=2)[CH:9]=[CH:8][CH:7]=[CH:6][CH:5]=1. The yield is 0.0400.